Dataset: Reaction yield outcomes from USPTO patents with 853,638 reactions. Task: Predict the reaction yield, written as a fraction of the theoretical maximum amount of product (1.0 means a 100% yield; for example, 0.34 means a 34% yield). (1) The reactants are [Cl:1][C:2]1[CH:3]=[CH:4][C:5](F)=[C:6]([CH:9]=1)[CH:7]=[O:8].[NH:11]1[CH2:15][CH2:14][CH2:13][CH2:12]1.C(=O)([O-])[O-].[K+].[K+].CS(C)=O. The catalyst is O. The product is [Cl:1][C:2]1[CH:3]=[CH:4][C:5]([N:11]2[CH2:15][CH2:14][CH2:13][CH2:12]2)=[C:6]([CH:9]=1)[CH:7]=[O:8]. The yield is 0.680. (2) The reactants are [N:1]1([C:11]2[CH:16]=[CH:15][C:14]([CH2:17][NH:18][C:19]([C:21]3[CH:26]=[C:25]([NH2:27])[N:24]=[CH:23][N:22]=3)=[O:20])=[CH:13][CH:12]=2)[C:10]2[C:5](=[CH:6][CH:7]=[CH:8][CH:9]=2)[CH2:4][CH2:3][CH2:2]1.[F:28][C:29]([F:46])([F:45])[C:30]1[CH:35]=[CH:34][C:33]([C:36]2[C:37]([C:42](Cl)=[O:43])=[CH:38][CH:39]=[CH:40][CH:41]=2)=[CH:32][CH:31]=1.C(N(CC)CC)C. The catalyst is O1CCCC1. The product is [N:1]1([C:11]2[CH:12]=[CH:13][C:14]([CH2:17][NH:18][C:19]([C:21]3[CH:26]=[C:25]([NH:27][C:42]([C:37]4[C:36]([C:33]5[CH:34]=[CH:35][C:30]([C:29]([F:28])([F:45])[F:46])=[CH:31][CH:32]=5)=[CH:41][CH:40]=[CH:39][CH:38]=4)=[O:43])[N:24]=[CH:23][N:22]=3)=[O:20])=[CH:15][CH:16]=2)[C:10]2[C:5](=[CH:6][CH:7]=[CH:8][CH:9]=2)[CH2:4][CH2:3][CH2:2]1. The yield is 0.170. (3) The reactants are [Cl:1][C:2]1[C:3]([F:18])=[C:4](I)[C:5]([O:14][CH2:15][CH3:16])=[C:6]([C:8]2([CH3:13])[O:12][CH2:11][CH2:10][O:9]2)[CH:7]=1.CC1(C)C(C)(C)OB(/[CH:27]=[CH:28]/[C:29]([O:31][CH2:32][CH3:33])=[O:30])O1.C(=O)([O-])[O-].[K+].[K+].ClCCl. The catalyst is O1CCOCC1.O. The product is [Cl:1][C:2]1[C:3]([F:18])=[C:4](/[CH:27]=[CH:28]/[C:29]([O:31][CH2:32][CH3:33])=[O:30])[C:5]([O:14][CH2:15][CH3:16])=[C:6]([C:8]2([CH3:13])[O:12][CH2:11][CH2:10][O:9]2)[CH:7]=1. The yield is 0.960. (4) The reactants are O1CCCC1.[CH3:6][C:7]([CH3:10])([O-:9])[CH3:8].[K+].F[C:13]1[CH:18]=[CH:17][C:16]([F:19])=[CH:15][C:14]=1[N+:20]([O-:22])=[O:21].Cl. The catalyst is O. The product is [C:7]([O:9][C:13]1[CH:18]=[CH:17][C:16]([F:19])=[CH:15][C:14]=1[N+:20]([O-:22])=[O:21])([CH3:10])([CH3:8])[CH3:6]. The yield is 0.800. (5) The reactants are C([O:4][CH2:5][CH2:6][CH:7]([CH3:14])[CH2:8]/[CH:9]=[CH:10]\[CH2:11][CH2:12][CH3:13])(=O)C.[OH-].[Na+]. The catalyst is C(O)C.O. The product is [CH3:14][CH:7]([CH2:8]/[CH:9]=[CH:10]\[CH2:11][CH2:12][CH3:13])[CH2:6][CH2:5][OH:4]. The yield is 0.920.